Dataset: Catalyst prediction with 721,799 reactions and 888 catalyst types from USPTO. Task: Predict which catalyst facilitates the given reaction. (1) Reactant: [CH2:1]([NH:9][C:10]([C@H:12]1[N:17]2[C:18](=[O:35])[C@@H:19]([N:24]3C(=O)C4C(=CC=CC=4)C3=O)[CH2:20][CH2:21][C:22](=[O:23])[N:16]2[CH2:15][CH2:14][CH2:13]1)=[O:11])[CH2:2][C:3]1[CH:8]=[CH:7][CH:6]=[CH:5][CH:4]=1. Product: [CH2:1]([NH:9][C:10]([C@H:12]1[N:17]2[C:18](=[O:35])[C@@H:19]([NH2:24])[CH2:20][CH2:21][C:22](=[O:23])[N:16]2[CH2:15][CH2:14][CH2:13]1)=[O:11])[CH2:2][C:3]1[CH:8]=[CH:7][CH:6]=[CH:5][CH:4]=1. The catalyst class is: 8. (2) The catalyst class is: 5. Reactant: [CH:1]([C:3]1[CH:4]=[C:5]([CH:10]=[CH:11][C:12]=1[OH:13])[C:6]([O:8][CH3:9])=[O:7])=[O:2].[BH4-].[Na+]. Product: [OH:13][C:12]1[CH:11]=[CH:10][C:5]([C:6]([O:8][CH3:9])=[O:7])=[CH:4][C:3]=1[CH2:1][OH:2]. (3) Reactant: [C:9](O[C:9]([O:11][C:12]([CH3:15])([CH3:14])[CH3:13])=[O:10])([O:11][C:12]([CH3:15])([CH3:14])[CH3:13])=[O:10].[O:16]=[C:17]1[O:21][CH2:20][C@@H:19]([NH:22]C(=O)OCC2C=CC=CC=2)[CH2:18]1.[H][H]. Product: [O:16]=[C:17]1[O:21][CH2:20][C@@H:19]([NH:22][C:9](=[O:10])[O:11][C:12]([CH3:13])([CH3:14])[CH3:15])[CH2:18]1. The catalyst class is: 304.